The task is: Predict which catalyst facilitates the given reaction.. This data is from Catalyst prediction with 721,799 reactions and 888 catalyst types from USPTO. (1) Reactant: [C:1]([O:5][C:6]([N:8]1[CH2:12][C@@H:11]([CH2:13][N:14]([CH:31]([CH3:33])[CH3:32])[C:15](=[O:30])[C:16]2[CH:21]=[CH:20][C:19]([O:22][CH3:23])=[C:18]([O:24][CH2:25][CH2:26][CH2:27][O:28][CH3:29])[CH:17]=2)[C@H:10]([CH:34]=O)[CH2:9]1)=[O:7])([CH3:4])([CH3:3])[CH3:2].[NH2:36][C:37]1[CH:42]=[CH:41][CH:40]=[CH:39][CH:38]=1.[BH-](OC(C)=O)(OC(C)=O)OC(C)=O.[Na+]. Product: [C:1]([O:5][C:6]([N:8]1[CH2:9][C@@H:10]([CH2:34][NH:36][C:37]2[CH:42]=[CH:41][CH:40]=[CH:39][CH:38]=2)[C@H:11]([CH2:13][N:14]([CH:31]([CH3:32])[CH3:33])[C:15](=[O:30])[C:16]2[CH:21]=[CH:20][C:19]([O:22][CH3:23])=[C:18]([O:24][CH2:25][CH2:26][CH2:27][O:28][CH3:29])[CH:17]=2)[CH2:12]1)=[O:7])([CH3:2])([CH3:4])[CH3:3]. The catalyst class is: 279. (2) Reactant: [CH3:1][C:2]1[C:6]([C:7]2[C:16]3[O:15][CH2:14][CH:13]([C:17]4[C:18]([C:23](O)=[O:24])=[N:19][CH:20]=[CH:21][CH:22]=4)[N:12]4[C:26](=[O:28])[NH:27][C:10]([C:11]=34)=[CH:9][CH:8]=2)=[C:5]([CH3:29])[O:4][N:3]=1.[CH2:30]([NH2:32])[CH3:31].C(N(CC)C(C)C)(C)C.F[P-](F)(F)(F)(F)F.N1(O[P+](N(C)C)(N(C)C)N(C)C)C2C=CC=CC=2N=N1. Product: [CH3:1][C:2]1[C:6]([C:7]2[C:16]3[O:15][CH2:14][C@H:13]([C:17]4[C:18]([C:23]([NH:32][CH2:30][CH3:31])=[O:24])=[N:19][CH:20]=[CH:21][CH:22]=4)[N:12]4[C:26](=[O:28])[NH:27][C:10]([C:11]=34)=[CH:9][CH:8]=2)=[C:5]([CH3:29])[O:4][N:3]=1. The catalyst class is: 9.